Dataset: Forward reaction prediction with 1.9M reactions from USPTO patents (1976-2016). Task: Predict the product of the given reaction. (1) Given the reactants [F:1][C:2]1[CH:3]=[C:4]([C:11]2[CH2:18][CH:17]3[CH2:19][CH:13]([CH2:14][N:15]([C:20](OC(C)(C)C)=O)[CH2:16]3)[CH:12]=2)[CH:5]=[C:6]([O:9][CH3:10])[C:7]=1[F:8].[H-].[H-].[H-].[H-].[Li+].[Al+3].CCOC(C)=O, predict the reaction product. The product is: [F:1][C:2]1[CH:3]=[C:4]([C:11]2[CH2:12][CH:13]3[CH2:19][CH:17]([CH2:16][N:15]([CH3:20])[CH2:14]3)[CH:18]=2)[CH:5]=[C:6]([O:9][CH3:10])[C:7]=1[F:8]. (2) The product is: [CH3:35][O:34][C:32]([C:31]1[C:3]([OH:2])=[C:5]2[C:6](=[CH:19][N:20]=1)[N:7]([CH2:13][C:14]1[S:15][CH:16]=[CH:17][N:18]=1)[C:8](=[O:12])[C:9]([Br:11])=[CH:10]2)=[O:33]. Given the reactants C[O:2][C:3]([C:5]1[CH:10]=[C:9]([Br:11])[C:8](=[O:12])[N:7]([CH2:13][C:14]2[S:15][CH:16]=[CH:17][N:18]=2)[C:6]=1[CH2:19][N:20]([CH2:31][C:32]([O:34][CH3:35])=[O:33])S(C1C=CC(C)=CC=1)(=O)=O)=O.C[O-].[Na+].Cl, predict the reaction product. (3) Given the reactants [F-].C([N+](CCCC)(CCCC)CCCC)CCC.[CH2:19]([S:21]([N:24]1[CH2:29][CH2:28][CH:27]([C:30]2[C:38]3[C:33](=[C:34]([C:47]#[N:48])[CH:35]=[C:36]([N:39]([CH3:46])[C:40]4[CH:45]=[CH:44][CH:43]=[CH:42][CH:41]=4)[CH:37]=3)[N:32](COCC[Si](C)(C)C)[CH:31]=2)[CH2:26][CH2:25]1)(=[O:23])=[O:22])[CH3:20].CCOC(C)=O.O, predict the reaction product. The product is: [CH2:19]([S:21]([N:24]1[CH2:29][CH2:28][CH:27]([C:30]2[C:38]3[C:33](=[C:34]([C:47]#[N:48])[CH:35]=[C:36]([N:39]([CH3:46])[C:40]4[CH:45]=[CH:44][CH:43]=[CH:42][CH:41]=4)[CH:37]=3)[NH:32][CH:31]=2)[CH2:26][CH2:25]1)(=[O:23])=[O:22])[CH3:20]. (4) Given the reactants [C:1]([C:3]([C:6]1[CH:7]=[C:8]([CH:33]=[CH:34][CH:35]=1)[C:9]([NH:11][C:12]1[CH:13]=[CH:14][C:15]([CH3:32])=[C:16]([N:18]2[C:27](=[O:28])[C:26]3[C:21](=[C:22]([C:29](O)=[O:30])[CH:23]=[CH:24][CH:25]=3)[N:20]=[CH:19]2)[CH:17]=1)=[O:10])([CH3:5])[CH3:4])#[N:2].Cl.CN.[CH3:39][N:40](C(ON1N=NC2C=CC=NC1=2)=[N+](C)C)C.F[P-](F)(F)(F)(F)F.CCN(C(C)C)C(C)C, predict the reaction product. The product is: [C:1]([C:3]([C:6]1[CH:7]=[C:8]([CH:33]=[CH:34][CH:35]=1)[C:9]([NH:11][C:12]1[CH:13]=[CH:14][C:15]([CH3:32])=[C:16]([N:18]2[C:27](=[O:28])[C:26]3[C:21](=[C:22]([C:29]([NH:40][CH3:39])=[O:30])[CH:23]=[CH:24][CH:25]=3)[N:20]=[CH:19]2)[CH:17]=1)=[O:10])([CH3:4])[CH3:5])#[N:2]. (5) Given the reactants [C:1]([NH:8][C:9]1[CH:17]=[C:13]([C:14]([OH:16])=O)[C:12]([OH:18])=[CH:11][CH:10]=1)([O:3][C:4]([CH3:7])([CH3:6])[CH3:5])=[O:2].ON1[C:24](=[O:25])[CH2:23]CC1=O.C1([N:33]=C=NC2CCCCC2)CCCCC1, predict the reaction product. The product is: [OH:18][C:12]1[CH:11]=[CH:10][C:9]([NH:8][C:1](=[O:2])[O:3][C:4]([CH3:5])([CH3:6])[CH3:7])=[CH:17][C:13]=1[C:14]([NH:33][CH2:23][CH2:24][OH:25])=[O:16]. (6) Given the reactants C[O:2][C:3]([C:5]1[S:6][C:7]([C:11](=[O:22])[NH:12][CH:13]([C:15]2[CH:20]=[CH:19][CH:18]=[C:17]([OH:21])[CH:16]=2)[CH3:14])=[CH:8][C:9]=1[CH3:10])=[O:4].O[Li].O, predict the reaction product. The product is: [OH:21][C:17]1[CH:16]=[C:15]([CH:13]([NH:12][C:11]([C:7]2[S:6][C:5]([C:3]([OH:4])=[O:2])=[C:9]([CH3:10])[CH:8]=2)=[O:22])[CH3:14])[CH:20]=[CH:19][CH:18]=1. (7) Given the reactants [NH2:1][CH2:2][C@H:3]1[N:8]([C:9]([C:11]2[N:12]=[C:13]([CH3:23])[S:14][C:15]=2[C:16]2[CH:17]=[C:18]([CH3:22])[CH:19]=[CH:20][CH:21]=2)=[O:10])[CH2:7][C@H:6]2[C@@H:4]1[CH2:5]2.[Cl:24][C:25]1[CH:33]=[CH:32][CH:31]=[CH:30][C:26]=1[C:27](O)=[O:28], predict the reaction product. The product is: [Cl:24][C:25]1[CH:33]=[CH:32][CH:31]=[CH:30][C:26]=1[C:27]([NH:1][CH2:2][C@H:3]1[N:8]([C:9]([C:11]2[N:12]=[C:13]([CH3:23])[S:14][C:15]=2[C:16]2[CH:17]=[C:18]([CH3:22])[CH:19]=[CH:20][CH:21]=2)=[O:10])[CH2:7][C@H:6]2[C@@H:4]1[CH2:5]2)=[O:28].